Dataset: Full USPTO retrosynthesis dataset with 1.9M reactions from patents (1976-2016). Task: Predict the reactants needed to synthesize the given product. (1) Given the product [Cl:1][C:2]1[CH:6]=[N:5][N:4]([CH3:7])[C:3]=1[C:8]1[CH:9]=[C:10]([NH:16][C:25]([NH:24][C:19]2[CH:20]=[CH:21][CH:22]=[CH:23][C:18]=2[F:17])=[O:26])[CH:11]=[CH:12][C:13]=1[O:14][CH3:15], predict the reactants needed to synthesize it. The reactants are: [Cl:1][C:2]1[CH:6]=[N:5][N:4]([CH3:7])[C:3]=1[C:8]1[CH:9]=[C:10]([NH2:16])[CH:11]=[CH:12][C:13]=1[O:14][CH3:15].[F:17][C:18]1[CH:23]=[CH:22][CH:21]=[CH:20][C:19]=1[N:24]=[C:25]=[O:26]. (2) Given the product [Cl:24][C:19]1[CH:20]=[CH:21][CH:22]=[CH:23][C:18]=1[CH:16]([O:15][C:14]([NH:13][C:12]1[C:8]([C:5]2[CH:4]=[CH:3][C:2]([O:1][CH2:33][CH2:34][CH2:35][CH2:36][C:37]([O:39][CH2:40][CH3:41])=[O:38])=[CH:7][CH:6]=2)=[N:9][O:10][CH:11]=1)=[O:25])[CH3:17], predict the reactants needed to synthesize it. The reactants are: [OH:1][C:2]1[CH:7]=[CH:6][C:5]([C:8]2[C:12]([NH:13][C:14](=[O:25])[O:15][CH:16]([C:18]3[CH:23]=[CH:22][CH:21]=[CH:20][C:19]=3[Cl:24])[CH3:17])=[CH:11][O:10][N:9]=2)=[CH:4][CH:3]=1.C(=O)([O-])[O-].[K+].[K+].Br[CH2:33][CH2:34][CH2:35][CH2:36][C:37]([O:39][CH2:40][CH3:41])=[O:38].O. (3) Given the product [Cl:1][C:2]1[CH:3]=[CH:4][C:5]([C:8]2[N:12]([C:13]3[CH:18]=[CH:17][C:16]([Cl:19])=[CH:15][C:14]=3[Cl:20])[N:11]=[C:10]([CH2:21][O:22][C:23]([CH3:27])([CH3:28])[C:24]([NH:54][CH2:55][C:56]3[CH:57]=[CH:58][C:59]([C:60]([OH:62])=[O:61])=[CH:63][CH:64]=3)=[O:25])[C:9]=2[CH3:29])=[CH:6][CH:7]=1, predict the reactants needed to synthesize it. The reactants are: [Cl:1][C:2]1[CH:7]=[CH:6][C:5]([C:8]2[N:12]([C:13]3[CH:18]=[CH:17][C:16]([Cl:19])=[CH:15][C:14]=3[Cl:20])[N:11]=[C:10]([CH2:21][O:22][C:23]([CH3:28])([CH3:27])[C:24](O)=[O:25])[C:9]=2[CH3:29])=[CH:4][CH:3]=1.Cl.CN(C)CCCN=C=NCC.FC1C(O)=C(F)C(F)=C(F)C=1F.[NH2:54][CH2:55][C:56]1[CH:64]=[CH:63][C:59]([C:60]([OH:62])=[O:61])=[CH:58][CH:57]=1. (4) Given the product [CH:25]1([CH2:28][NH:29][C:19](=[O:21])[C:18]2[CH:22]=[CH:23][C:15]([O:14][CH2:13][C:12]3[C:8]([C:5]4[CH:4]=[CH:3][C:2]([F:1])=[CH:7][CH:6]=4)=[N:9][O:10][C:11]=3[CH3:24])=[N:16][CH:17]=2)[CH2:27][CH2:26]1, predict the reactants needed to synthesize it. The reactants are: [F:1][C:2]1[CH:7]=[CH:6][C:5]([C:8]2[C:12]([CH2:13][O:14][C:15]3[CH:23]=[CH:22][C:18]([C:19]([OH:21])=O)=[CH:17][N:16]=3)=[C:11]([CH3:24])[O:10][N:9]=2)=[CH:4][CH:3]=1.[CH:25]1([CH2:28][NH2:29])[CH2:27][CH2:26]1. (5) The reactants are: [S:1]1[CH:5]=[CH:4][CH:3]=[C:2]1[CH2:6][CH2:7][OH:8].O1CCO[CH2:10]1. Given the product [S:1]1[C:2]2[CH2:6][CH2:7][O:8][CH2:10][C:3]=2[CH:4]=[CH:5]1, predict the reactants needed to synthesize it. (6) Given the product [F:1][C:2]1[CH:10]=[CH:9][C:8]([C:11]2[CH:12]=[N:13][C:14]([O:18][CH2:19][CH2:20][CH2:21][S:22]([CH3:25])(=[O:23])=[O:24])=[CH:15][C:16]=2[CH3:17])=[CH:7][C:3]=1[CH2:4][OH:5], predict the reactants needed to synthesize it. The reactants are: [F:1][C:2]1[CH:10]=[CH:9][C:8]([C:11]2[CH:12]=[N:13][C:14]([O:18][CH2:19][CH2:20][CH2:21][S:22]([CH3:25])(=[O:24])=[O:23])=[CH:15][C:16]=2[CH3:17])=[CH:7][C:3]=1[C:4](O)=[O:5].CO. (7) Given the product [CH:1]1([CH2:4][O:5][C:6]2[CH:25]=[CH:24][C:9]([C:10]3[O:11][C:22]4[CH2:21][CH2:20][C:15]5([O:16][CH2:17][CH2:18][O:19]5)[CH2:14][C:13]=4[N:12]=3)=[CH:8][C:7]=2[F:26])[CH2:3][CH2:2]1, predict the reactants needed to synthesize it. The reactants are: [CH:1]1([CH2:4][O:5][C:6]2[CH:25]=[CH:24][C:9]([C:10]([NH:12][CH:13]3[CH:22](O)[CH2:21][CH2:20][C:15]4([O:19][CH2:18][CH2:17][O:16]4)[CH2:14]3)=[O:11])=[CH:8][C:7]=2[F:26])[CH2:3][CH2:2]1.C(N(CC)CC)C.O.